Dataset: Reaction yield outcomes from USPTO patents with 853,638 reactions. Task: Predict the reaction yield, written as a fraction of the theoretical maximum amount of product (1.0 means a 100% yield; for example, 0.34 means a 34% yield). (1) The reactants are [NH2:1][C:2]1[N:7]([CH2:8][CH2:9][CH2:10][CH2:11][CH3:12])[C:6](=[S:13])[NH:5][C:4](=[O:14])[C:3]=1[N:15]=O.N.O.S(S([O-])=O)([O-])=O.[Na+].[Na+]. The catalyst is C(O)(=O)C. The product is [NH2:15][C:3]1[C:4](=[O:14])[NH:5][C:6](=[S:13])[N:7]([CH2:8][CH2:9][CH2:10][CH2:11][CH3:12])[C:2]=1[NH2:1]. The yield is 0.861. (2) The reactants are [F:1][C:2]1[CH:7]=[CH:6][C:5]([C:8]([F:11])([F:10])[F:9])=[CH:4][C:3]=1[OH:12].C(N(C(C)C)CC)(C)C.[CH3:22][O:23][CH2:24]Cl.O. The product is [F:1][C:2]1[CH:7]=[CH:6][C:5]([C:8]([F:10])([F:11])[F:9])=[CH:4][C:3]=1[O:12][CH2:22][O:23][CH3:24]. The catalyst is ClCCl. The yield is 1.00. (3) The reactants are [Si:1]([O:8][CH2:9][C:10]1[S:14][CH:13]=[C:12]([CH:15]([C:17]2[CH:22]=[C:21]([Cl:23])[CH:20]=[CH:19][C:18]=2[CH2:24][NH:25][CH3:26])O)[CH:11]=1)([C:4]([CH3:7])([CH3:6])[CH3:5])([CH3:3])[CH3:2].C(N(CC)C(C)C)(C)C.CS(Cl)(=O)=O. The catalyst is C(Cl)Cl. The product is [Si:1]([O:8][CH2:9][C:10]1[S:14][CH:13]=[C:12]([CH:15]2[C:17]3[C:18](=[CH:19][CH:20]=[C:21]([Cl:23])[CH:22]=3)[CH2:24][N:25]2[CH3:26])[CH:11]=1)([C:4]([CH3:7])([CH3:6])[CH3:5])([CH3:3])[CH3:2]. The yield is 0.850. (4) The reactants are [C:1]1([C:7]2([C:10]([O-:12])=[O:11])[CH2:9][CH2:8]2)[CH:6]=[CH:5][CH:4]=[CH:3][CH:2]=1.[N+:13]([O-:16])([O-])=[O:14].[K+].OS(O)(=O)=O.[CH2:23](Cl)Cl. No catalyst specified. The product is [N+:13]([C:4]1[CH:5]=[CH:6][C:1]([C:7]2([C:10]([O:12][CH3:23])=[O:11])[CH2:9][CH2:8]2)=[CH:2][CH:3]=1)([O-:16])=[O:14]. The yield is 0.680. (5) The reactants are Cl[C:2]1([C:13]2[CH:18]=[CH:17][C:16]([CH:19]([CH3:21])[CH3:20])=[CH:15][C:14]=2[O:22][CH3:23])[C:10](=[O:11])[C:9]2[C:4](=[CH:5][CH:6]=[CH:7][CH:8]=2)[C:3]1=[O:12].[I-].[Na+].[N-:26]=[N+:27]=[N-:28].[Na+]. The catalyst is CC(C)=O. The product is [N:26]([C:2]1([C:13]2[CH:18]=[CH:17][C:16]([CH:19]([CH3:21])[CH3:20])=[CH:15][C:14]=2[O:22][CH3:23])[C:10](=[O:11])[C:9]2[C:4](=[CH:5][CH:6]=[CH:7][CH:8]=2)[C:3]1=[O:12])=[N+:27]=[N-:28]. The yield is 0.980.